From a dataset of Reaction yield outcomes from USPTO patents with 853,638 reactions. Predict the reaction yield, written as a fraction of the theoretical maximum amount of product (1.0 means a 100% yield; for example, 0.34 means a 34% yield). The reactants are [Br:1][C:2]1[C:7]([N+:8]([O-:10])=[O:9])=[CH:6][C:5]([OH:11])=[C:4]([F:12])[CH:3]=1.[C:13](=O)([O-])[O-].[K+].[K+].CI. The catalyst is CN(C=O)C. The product is [CH3:13][O:11][C:5]1[CH:6]=[C:7]([N+:8]([O-:10])=[O:9])[C:2]([Br:1])=[CH:3][C:4]=1[F:12]. The yield is 0.970.